Dataset: Catalyst prediction with 721,799 reactions and 888 catalyst types from USPTO. Task: Predict which catalyst facilitates the given reaction. (1) Reactant: [CH3:1][O:2][C:3]1([O:19][CH3:20])[CH2:6][C:5]([C:13](OC(C)C)=[O:14])([C:7](OC(C)C)=[O:8])[CH2:4]1.[AlH4-].[Li+].O.[OH-].[Na+]. Product: [CH3:20][O:19][C:3]1([O:2][CH3:1])[CH2:4][C:5]([CH2:7][OH:8])([CH2:13][OH:14])[CH2:6]1. The catalyst class is: 1. (2) Reactant: Br[C:2]1[CH:3]=[CH:4][C:5]([N:8]2[CH2:12][CH2:11][C:10]3([CH2:17][CH2:16][O:15][CH2:14][CH2:13]3)[C:9]2=[O:18])=[N:6][CH:7]=1.[CH3:19][C@H:20]1[CH2:24][CH2:23][CH2:22][N:21]1[C@H:25]1[CH2:29][CH2:28][NH:27][CH2:26]1.CC(C)([O-])C.[Na+]. Product: [CH3:19][C@H:20]1[CH2:24][CH2:23][CH2:22][N:21]1[C@H:25]1[CH2:29][CH2:28][N:27]([C:2]2[CH:3]=[CH:4][C:5]([N:8]3[CH2:12][CH2:11][C:10]4([CH2:17][CH2:16][O:15][CH2:14][CH2:13]4)[C:9]3=[O:18])=[N:6][CH:7]=2)[CH2:26]1. The catalyst class is: 187. (3) Reactant: [CH3:1][O:2][C:3]1[CH:19]=[CH:18][C:6]([C:7]([C:9]2[C:17]3[C:12](=[N:13][CH:14]=[CH:15][CH:16]=3)[NH:11][CH:10]=2)=[O:8])=[CH:5][CH:4]=1.[H-].[Na+].[CH2:22]([O:29][C@@H:30]1[C@@H:35]([O:36][CH2:37][C:38]2[CH:43]=[CH:42][CH:41]=[CH:40][CH:39]=2)[C@H:34]([O:44][CH2:45][C:46]2[CH:51]=[CH:50][CH:49]=[CH:48][CH:47]=2)[C@@H:33]([CH2:52][O:53][CH2:54][C:55]2[CH:60]=[CH:59][CH:58]=[CH:57][CH:56]=2)[O:32][C@@H:31]1Cl)[C:23]1[CH:28]=[CH:27][CH:26]=[CH:25][CH:24]=1. Product: [CH2:22]([O:29][C@@H:30]1[C@@H:35]([O:36][CH2:37][C:38]2[CH:43]=[CH:42][CH:41]=[CH:40][CH:39]=2)[C@H:34]([O:44][CH2:45][C:46]2[CH:47]=[CH:48][CH:49]=[CH:50][CH:51]=2)[C@@H:33]([CH2:52][O:53][CH2:54][C:55]2[CH:56]=[CH:57][CH:58]=[CH:59][CH:60]=2)[O:32][C@H:31]1[N:11]1[C:12]2[C:17](=[CH:16][CH:15]=[CH:14][N:13]=2)[C:9]([C:7](=[O:8])[C:6]2[CH:5]=[CH:4][C:3]([O:2][CH3:1])=[CH:19][CH:18]=2)=[CH:10]1)[C:23]1[CH:24]=[CH:25][CH:26]=[CH:27][CH:28]=1. The catalyst class is: 9. (4) Reactant: [CH3:1][O:2][C:3]1[CH:4]=[C:5]2[C:10](=[CH:11][C:12]=1[O:13][CH3:14])[N:9]=[CH:8][CH:7]=[C:6]2[O:15][C:16]1[CH:22]=[CH:21][C:19]([NH2:20])=[CH:18][CH:17]=1.Cl[C:24](Cl)([O:26][C:27](=[O:33])OC(Cl)(Cl)Cl)Cl.O[C:36]1[CH:37]=[C:38]([CH:41]=C[CH:43]=1)[C:39]#[N:40].C(=O)(O)[O-].[Na+]. The catalyst class is: 208. Product: [CH3:1][O:2][C:3]1[CH:4]=[C:5]2[C:10](=[CH:11][C:12]=1[O:13][CH3:14])[N:9]=[CH:8][CH:7]=[C:6]2[O:15][C:16]1[CH:22]=[CH:21][C:19]([NH:20][C:27](=[O:33])[O:26][C:24]2[CH:43]=[CH:36][CH:37]=[C:38]([C:39]#[N:40])[CH:41]=2)=[CH:18][CH:17]=1. (5) Reactant: [C:1]([O:4][CH2:5][C:6]1[N:7]=[C:8]([NH:11][C:12](=[O:14])[CH3:13])[S:9][CH:10]=1)(=[O:3])[CH3:2].[Br:15]Br.C(OCC1N=C(NC(=O)C)SC=1)(=O)C.CC(O)=O. Product: [C:1]([O:4][CH2:5][C:6]1[N:7]=[C:8]([NH:11][C:12](=[O:14])[CH3:13])[S:9][C:10]=1[Br:15])(=[O:3])[CH3:2]. The catalyst class is: 52. (6) Reactant: [Br:1][C:2]1[CH:3]=[C:4]2[C:9](=[CH:10][CH:11]=1)[N:8]=[CH:7][C:6]([N+:12]([O-:14])=[O:13])=[C:5]2Cl.[CH3:16][C:17]1[C:21]([NH2:22])=[C:20]([CH3:23])[O:19][N:18]=1. Product: [Br:1][C:2]1[CH:3]=[C:4]2[C:9](=[CH:10][CH:11]=1)[N:8]=[CH:7][C:6]([N+:12]([O-:14])=[O:13])=[C:5]2[NH:22][C:21]1[C:17]([CH3:16])=[N:18][O:19][C:20]=1[CH3:23]. The catalyst class is: 15. (7) Reactant: [NH2:1][C:2]1[CH:7]=[C:6]([Cl:8])[C:5]([Br:9])=[CH:4]C=1O.[Yb+3].FC(F)(F)S([O-])(=O)=O.FC(F)(F)S([O-])(=O)=O.F[C:29](F)(F)S([O-])(=O)=O.[CH:36](OC)(OC)[O:37][CH3:38]. Product: [Br:9][C:5]1[C:6]([Cl:8])=[CH:7][C:2]2[N:1]=[C:36]([CH3:29])[O:37][C:38]=2[CH:4]=1. The catalyst class is: 14. (8) Reactant: [CH3:1][O:2][CH2:3][C@H:4]([CH3:31])[O:5][C:6]1[CH:7]=[C:8]([C:23]2[NH:27][C:26]([C:28]([OH:30])=O)=[CH:25][CH:24]=2)[CH:9]=[C:10]([O:12][C:13]2[CH:18]=[CH:17][C:16]([S:19]([CH3:22])(=[O:21])=[O:20])=[CH:15][CH:14]=2)[CH:11]=1.[C:32]([NH:35][NH2:36])(=[O:34])[CH3:33].CN(C(ON1N=NC2C=CC=NC1=2)=[N+](C)C)C.F[P-](F)(F)(F)(F)F.C(N(CC)C(C)C)(C)C. Product: [C:32]([NH:35][NH:36][C:28]([C:26]1[NH:27][C:23]([C:8]2[CH:9]=[C:10]([O:12][C:13]3[CH:18]=[CH:17][C:16]([S:19]([CH3:22])(=[O:21])=[O:20])=[CH:15][CH:14]=3)[CH:11]=[C:6]([O:5][C@@H:4]([CH3:31])[CH2:3][O:2][CH3:1])[CH:7]=2)=[CH:24][CH:25]=1)=[O:30])(=[O:34])[CH3:33]. The catalyst class is: 288. (9) Reactant: Cl[C:2]1[CH:7]=[C:6]([C:8]2[CH:13]=[CH:12][CH:11]=[CH:10][CH:9]=2)[N:5]=[C:4]([NH:14][C:15](=[O:29])[CH2:16][CH2:17][C:18]([C:20]2[CH:21]=[CH:22][C:23]3[O:27][CH2:26][CH2:25][C:24]=3[CH:28]=2)=[O:19])[CH:3]=1.C1(C2C=CC=CC=2)C=CC=CC=1P(C1CCCCC1)C1CCCCC1.C(=O)([O-])[O-].[K+].[K+].OB(O)[C:63]1[CH:64]=[C:65](/[CH:69]=[CH:70]/[C:71]([OH:73])=[O:72])[CH:66]=[CH:67][CH:68]=1. Product: [O:27]1[C:23]2[CH:22]=[CH:21][C:20]([C:18](=[O:19])[CH2:17][CH2:16][C:15]([NH:14][C:4]3[CH:3]=[C:2]([C:67]4[CH:66]=[C:65](/[CH:69]=[CH:70]/[C:71]([OH:73])=[O:72])[CH:64]=[CH:63][CH:68]=4)[CH:7]=[C:6]([C:8]4[CH:13]=[CH:12][CH:11]=[CH:10][CH:9]=4)[N:5]=3)=[O:29])=[CH:28][C:24]=2[CH2:25][CH2:26]1. The catalyst class is: 110. (10) Reactant: [F:1][C:2]1[CH:7]=[CH:6][C:5]([C:8]2[NH:12][N:11]=[C:10]([C:13]([N:15]3[CH2:20][CH2:19][N:18](C(OC(C)(C)C)=O)[CH2:17][CH2:16]3)=[O:14])[C:9]=2[C:28]2[CH:33]=[CH:32][N:31]=[CH:30][CH:29]=2)=[CH:4][CH:3]=1.C(O)(C(F)(F)F)=O. Product: [OH2:14].[F:1][C:2]1[CH:7]=[CH:6][C:5]([C:8]2[NH:12][N:11]=[C:10]([C:13]([N:15]3[CH2:20][CH2:19][NH:18][CH2:17][CH2:16]3)=[O:14])[C:9]=2[C:28]2[CH:29]=[CH:30][N:31]=[CH:32][CH:33]=2)=[CH:4][CH:3]=1. The catalyst class is: 2.